Dataset: NCI-60 drug combinations with 297,098 pairs across 59 cell lines. Task: Regression. Given two drug SMILES strings and cell line genomic features, predict the synergy score measuring deviation from expected non-interaction effect. (1) Cell line: EKVX. Drug 2: C1=NC(=NC(=O)N1C2C(C(C(O2)CO)O)O)N. Synergy scores: CSS=24.3, Synergy_ZIP=9.52, Synergy_Bliss=6.00, Synergy_Loewe=2.66, Synergy_HSA=3.41. Drug 1: C1=CC(=CC=C1CC(C(=O)O)N)N(CCCl)CCCl.Cl. (2) Drug 1: C1=CC(=CC=C1CCC2=CNC3=C2C(=O)NC(=N3)N)C(=O)NC(CCC(=O)O)C(=O)O. Drug 2: CC(CN1CC(=O)NC(=O)C1)N2CC(=O)NC(=O)C2. Cell line: SN12C. Synergy scores: CSS=38.0, Synergy_ZIP=-5.39, Synergy_Bliss=-4.36, Synergy_Loewe=0.0724, Synergy_HSA=1.64. (3) Drug 1: C1=CC(=CC=C1CCC2=CNC3=C2C(=O)NC(=N3)N)C(=O)NC(CCC(=O)O)C(=O)O. Drug 2: CC(C)CN1C=NC2=C1C3=CC=CC=C3N=C2N. Cell line: SK-MEL-5. Synergy scores: CSS=4.71, Synergy_ZIP=-2.18, Synergy_Bliss=-1.22, Synergy_Loewe=-7.11, Synergy_HSA=-3.80.